This data is from Full USPTO retrosynthesis dataset with 1.9M reactions from patents (1976-2016). The task is: Predict the reactants needed to synthesize the given product. (1) Given the product [C:17]([C:19]1[CH:24]=[CH:23][CH:22]=[CH:21][C:20]=1[NH:25][C:26](=[O:34])[CH2:27][CH:28]([CH3:33])[CH2:29][C:30]([NH:16][C:12]1[CH:13]=[CH:14][C:15]2[N:3]([CH2:1][CH3:2])[C:4]3[C:9]([C:10]=2[CH:11]=1)=[CH:8][CH:7]=[CH:6][CH:5]=3)=[O:31])#[N:18], predict the reactants needed to synthesize it. The reactants are: [CH2:1]([N:3]1[C:15]2[CH:14]=[CH:13][C:12]([NH2:16])=[CH:11][C:10]=2[C:9]2[C:4]1=[CH:5][CH:6]=[CH:7][CH:8]=2)[CH3:2].[C:17]([C:19]1[CH:24]=[CH:23][CH:22]=[CH:21][C:20]=1[NH:25][C:26](=[O:34])[CH2:27][CH:28]([CH3:33])[CH2:29][C:30](O)=[O:31])#[N:18].C1C=CC2N(O)N=NC=2C=1.CCN=C=NCCCN(C)C.C(=O)([O-])O.[Na+]. (2) The reactants are: [H-].[Na+].[F:3][C:4]1[C:9]([O:10]COC)=[CH:8][C:7]([F:14])=[CH:6][C:5]=1[CH2:15][C:16]#[N:17].[C:18](N1C=CN=C1)(=O)[CH3:19].Cl.O.C1(C)C=CC(S(O)(=O)=O)=CC=1.Cl.[C:40]([NH:44][NH2:45])([CH3:43])([CH3:42])[CH3:41]. Given the product [NH2:17][C:16]1[N:44]([C:40]([CH3:43])([CH3:42])[CH3:41])[N:45]=[C:18]([CH3:19])[C:15]=1[C:5]1[C:4]([F:3])=[C:9]([OH:10])[CH:8]=[C:7]([F:14])[CH:6]=1, predict the reactants needed to synthesize it. (3) Given the product [O:1]1[C:5]([C:6]2[CH:11]=[CH:10][N:9]=[C:8]([NH:12][C:20](=[O:21])[O:22][C:23]3[CH:28]=[CH:27][CH:26]=[CH:25][CH:24]=3)[CH:7]=2)=[CH:4][N:3]=[CH:2]1, predict the reactants needed to synthesize it. The reactants are: [O:1]1[C:5]([C:6]2[CH:11]=[CH:10][N:9]=[C:8]([NH2:12])[CH:7]=2)=[CH:4][N:3]=[CH:2]1.N1C=CC=CC=1.Cl[C:20]([O:22][C:23]1[CH:28]=[CH:27][CH:26]=[CH:25][CH:24]=1)=[O:21].O. (4) Given the product [C:19]([O:18][C:16]([C:8]1[NH:9][C:10]([CH:11]=[CH:13][CH2:14][CH2:15][Br:24])=[C:6]([C:4]([OH:3])=[O:5])[C:7]=1[CH3:23])=[O:17])([CH3:22])([CH3:21])[CH3:20].[CH2:1]([O:3][C:4]([C:6]1[C:7]([CH3:23])=[C:8]([C:16]([O:18][C:19]([CH3:22])([CH3:21])[CH3:20])=[O:17])[NH:9][C:10]=1[CH:11]=[CH:13][CH2:14][CH2:15][Br:24])=[O:5])[CH3:2], predict the reactants needed to synthesize it. The reactants are: [CH2:1]([O:3][C:4]([C:6]1[C:7]([CH3:23])=[C:8]([C:16]([O:18][C:19]([CH3:22])([CH3:21])[CH3:20])=[O:17])[NH:9][C:10]=1[CH:11]([CH:13]1[CH2:15][CH2:14]1)O)=[O:5])[CH3:2].[BrH:24]. (5) The reactants are: [CH3:1][O:2][C:3](=[O:32])[CH:4]([CH2:24][CH2:25][C:26]1[CH:31]=[CH:30][CH:29]=[CH:28][CH:27]=1)[CH:5]([C:14]([O:16]CC1C=CC=CC=1)=[O:15])[CH2:6][C:7]([O:9][C:10]([CH3:13])([CH3:12])[CH3:11])=[O:8]. Given the product [CH3:1][O:2][C:3](=[O:32])[CH:4]([CH2:24][CH2:25][C:26]1[CH:27]=[CH:28][CH:29]=[CH:30][CH:31]=1)[CH:5]([C:14]([OH:16])=[O:15])[CH2:6][C:7]([O:9][C:10]([CH3:12])([CH3:11])[CH3:13])=[O:8], predict the reactants needed to synthesize it.